From a dataset of Reaction yield outcomes from USPTO patents with 853,638 reactions. Predict the reaction yield, written as a fraction of the theoretical maximum amount of product (1.0 means a 100% yield; for example, 0.34 means a 34% yield). (1) The yield is 0.100. The reactants are [CH3:1][N:2]([CH2:4][C:5]1[CH:22]=[CH:21][C:8]([O:9][CH:10]2[CH2:13][N:12](C(OC(C)(C)C)=O)[CH2:11]2)=[CH:7][C:6]=1C)[CH3:3].N1CC(OC2C=CC(CN(C)C)=C(C)C=2)C1.CNC.[Cl:43]C1C=C(O)C=CC=1C=O. No catalyst specified. The product is [NH:12]1[CH2:13][CH:10]([O:9][C:8]2[CH:21]=[CH:22][C:5]([CH2:4][N:2]([CH3:3])[CH3:1])=[C:6]([Cl:43])[CH:7]=2)[CH2:11]1. (2) The reactants are [CH3:1][C@:2]1([OH:9])[CH2:8][C:6](=[O:7])[O:5][CH2:4][CH2:3]1.[CH2:10]([NH2:17])[CH2:11][CH2:12][CH2:13][CH2:14][CH2:15][NH2:16]. The catalyst is C1COCC1. The product is [CH2:10]([NH:17][C:4](=[O:5])[CH2:3][C:2]([OH:9])([CH3:1])[CH2:8][CH2:6][OH:7])[CH2:11][CH2:12][CH2:13][CH2:14][CH2:15][NH:16][C:6](=[O:7])[CH2:8][C:2]([CH3:1])([OH:9])[CH2:3][CH2:4][OH:5]. The yield is 0.960. (3) The reactants are [NH2:1][CH2:2][C:3]([O:5][C@H:6]([C:17]1[CH:22]=[CH:21][C:20]([O:23][CH:24]([F:26])[F:25])=[C:19]([O:27][CH2:28][CH:29]2[CH2:31][CH2:30]2)[CH:18]=1)[CH2:7][C:8]1[C:13]([Cl:14])=[CH:12][N+:11]([O-:15])=[CH:10][C:9]=1[Cl:16])=[O:4].Cl[S:33]([C:36]1[CH:44]=[CH:43][C:39]([C:40]([OH:42])=[O:41])=[CH:38][CH:37]=1)(=[O:35])=[O:34]. The catalyst is Cl. The product is [C:40]([C:39]1[CH:38]=[CH:37][C:36]([S:33]([NH:1][CH2:2][C:3]([O:5][C@H:6]([C:17]2[CH:22]=[CH:21][C:20]([O:23][CH:24]([F:26])[F:25])=[C:19]([O:27][CH2:28][CH:29]3[CH2:31][CH2:30]3)[CH:18]=2)[CH2:7][C:8]2[C:13]([Cl:14])=[CH:12][N+:11]([O-:15])=[CH:10][C:9]=2[Cl:16])=[O:4])(=[O:35])=[O:34])=[CH:44][CH:43]=1)([OH:42])=[O:41]. The yield is 0.870. (4) The product is [K+:24].[NH2:1][C:2]1[N:11]=[CH:10][C:9]2[CH2:8][C:7]([CH3:13])([CH3:12])[C:6]3[C:14]([C:18]([O-:20])=[O:19])=[N:15][N:16]([CH3:17])[C:5]=3[C:4]=2[N:3]=1. The reactants are [NH2:1][C:2]1[N:11]=[CH:10][C:9]2[CH2:8][C:7]([CH3:13])([CH3:12])[C:6]3[C:14]([C:18]([O:20]CC)=[O:19])=[N:15][N:16]([CH3:17])[C:5]=3[C:4]=2[N:3]=1.[OH-].[K+:24]. The catalyst is C(O)C. The yield is 0.840.